This data is from Forward reaction prediction with 1.9M reactions from USPTO patents (1976-2016). The task is: Predict the product of the given reaction. Given the reactants ClC1C=C(C=CC=1)CN1CCC2(C3C(=O)N(C[C@H](N[CH2:30][CH2:31][CH2:32][C:33]([OH:35])=[O:34])C4C=CC=CC=4)C(=O)N(CC4C(C(F)(F)F)=CC=CC=4F)C=3CO2)CC1.[NH2:52][C@H:53]([C:90]1[CH:95]=[CH:94][CH:93]=[CH:92][CH:91]=1)[CH2:54][N:55]1[C:60](=[O:61])[C:59]2[C:62]3([O:75][CH2:76][C:58]=2[N:57]([CH2:77][C:78]2[C:83]([C:84]([F:87])([F:86])[F:85])=[CH:82][CH:81]=[CH:80][C:79]=2[F:88])[C:56]1=[O:89])[CH2:67][CH2:66][N:65]([CH2:68][C:69]1[O:70][C:71]([Br:74])=[CH:72][CH:73]=1)[CH2:64][CH2:63]3, predict the reaction product. The product is: [Br:74][C:71]1[O:70][C:69]([CH2:68][N:65]2[CH2:64][CH2:63][C:62]3([C:59]4[C:60](=[O:61])[N:55]([CH2:54][C@H:53]([NH:52][CH2:30][CH2:31][CH2:32][C:33]([OH:35])=[O:34])[C:90]5[CH:91]=[CH:92][CH:93]=[CH:94][CH:95]=5)[C:56](=[O:89])[N:57]([CH2:77][C:78]5[C:83]([C:84]([F:87])([F:86])[F:85])=[CH:82][CH:81]=[CH:80][C:79]=5[F:88])[C:58]=4[CH2:76][O:75]3)[CH2:67][CH2:66]2)=[CH:73][CH:72]=1.